Dataset: Forward reaction prediction with 1.9M reactions from USPTO patents (1976-2016). Task: Predict the product of the given reaction. (1) Given the reactants Cl[C:2]1[C:11]([CH3:12])=[C:10]([Cl:13])[C:9]2[C:4](=[CH:5][C:6]([F:15])=[CH:7][C:8]=2[F:14])[N:3]=1.[CH3:16][C:17]1([CH3:23])[O:22][CH2:21][CH2:20][NH:19][CH2:18]1, predict the reaction product. The product is: [Cl:13][C:10]1[C:9]2[C:4](=[CH:5][C:6]([F:15])=[CH:7][C:8]=2[F:14])[N:3]=[C:2]([N:19]2[CH2:20][CH2:21][O:22][C:17]([CH3:23])([CH3:16])[CH2:18]2)[C:11]=1[CH3:12]. (2) Given the reactants [CH2:1]([N:7]1[CH2:12][CH:11]2[CH:9]([C:10]2([C:14]2[CH:19]=[CH:18][CH:17]=[CH:16][C:15]=2[NH2:20])[CH3:13])[CH2:8]1)[CH2:2][CH2:3][CH2:4][CH2:5][CH3:6].[CH3:21][S:22](Cl)(=[O:24])=[O:23].ClCCl, predict the reaction product. The product is: [NH3:7].[CH2:1]([N:7]1[CH2:8][CH:9]2[CH:11]([C:10]2([C:14]2[CH:19]=[CH:18][CH:17]=[CH:16][C:15]=2[NH:20][S:22]([CH3:21])(=[O:24])=[O:23])[CH3:13])[CH2:12]1)[CH2:2][CH2:3][CH2:4][CH2:5][CH3:6]. (3) Given the reactants [Br:1][C:2]1[CH:7]=[CH:6][C:5]([C:8](=O)[CH2:9][NH:10][C:11]([C@H:13]2[N:18]3[C:19](=[O:36])[C@@H:20]([NH:25][C:26](=[O:35])[O:27][CH2:28][C:29]4[CH:34]=[CH:33][CH:32]=[CH:31][CH:30]=4)[CH2:21][CH2:22][C:23](=[O:24])[N:17]3[CH2:16][CH2:15][CH2:14]2)=O)=[CH:4][CH:3]=1.O1CCOCC1.C([O-])(=O)C.[NH4+:48], predict the reaction product. The product is: [Br:1][C:2]1[CH:3]=[CH:4][C:5]([C:8]2[NH:48][C:11]([C@H:13]3[N:18]4[C:19](=[O:36])[C@@H:20]([NH:25][C:26](=[O:35])[O:27][CH2:28][C:29]5[CH:34]=[CH:33][CH:32]=[CH:31][CH:30]=5)[CH2:21][CH2:22][C:23](=[O:24])[N:17]4[CH2:16][CH2:15][CH2:14]3)=[N:10][CH:9]=2)=[CH:6][CH:7]=1.